This data is from Catalyst prediction with 721,799 reactions and 888 catalyst types from USPTO. The task is: Predict which catalyst facilitates the given reaction. (1) Reactant: [Cl-].[CH3:2][S:3]([O:6][C:7]1[CH:12]=[CH:11][CH:10]=[CH:9][C:8]=1[CH:13]1[O:17][N:16]=[C:15]([C:18]2[N:19]=[C:20]([CH:23]3[CH2:28][CH2:27][NH2+:26][CH2:25][CH2:24]3)[S:21][CH:22]=2)[CH2:14]1)(=[O:5])=[O:4].[C:29](O)(=[O:32])[CH2:30][OH:31].C(N(C(C)C)CC)(C)C. Product: [CH3:2][S:3]([O:6][C:7]1[CH:12]=[CH:11][CH:10]=[CH:9][C:8]=1[CH:13]1[O:17][N:16]=[C:15]([C:18]2[N:19]=[C:20]([CH:23]3[CH2:28][CH2:27][N:26]([C:30](=[O:31])[CH2:29][OH:32])[CH2:25][CH2:24]3)[S:21][CH:22]=2)[CH2:14]1)(=[O:4])=[O:5]. The catalyst class is: 9. (2) Reactant: [C:1]1([C:11]2[CH:16]=[CH:15][C:14](Br)=[CH:13][CH:12]=2)[C:10]2[C:5](=[CH:6][CH:7]=[CH:8][CH:9]=2)[CH:4]=[CH:3][CH:2]=1.[CH:18]1[C:31]2[C:22](=[CH:23][C:24]3[C:29]([C:30]=2B(O)O)=[CH:28][CH:27]=[CH:26][CH:25]=3)[CH:21]=[CH:20][CH:19]=1.C(=O)([O-])[O-].[K+].[K+].COCCOC. Product: [C:1]1([C:11]2[CH:16]=[CH:15][C:14]([C:23]3[C:24]4[C:29]([CH:30]=[C:31]5[C:22]=3[CH:21]=[CH:20][CH:19]=[CH:18]5)=[CH:28][CH:27]=[CH:26][CH:25]=4)=[CH:13][CH:12]=2)[C:10]2[C:5](=[CH:6][CH:7]=[CH:8][CH:9]=2)[CH:4]=[CH:3][CH:2]=1. The catalyst class is: 103. (3) Reactant: C([O:5][C:6](N1CC2C(Cl)=[N:13][C:12](Cl)=[N:11]C=2C1)=[O:7])(C)(C)C.[CH3:19][N:20]1CCNCC1.[CH3:26][CH2:27][N:28]([CH:32]([CH3:34])C)[CH:29]([CH3:31])C.C[O:36][C:37]1[CH:44]=CC([CH2:41][NH2:42])=CC=1.[CH3:45][N:46]1[C:50](=[O:51])[CH2:49][CH2:48][CH2:47]1. Product: [C:6]([OH:5])(=[O:7])[CH3:19].[C:37]([OH:36])(=[O:51])[CH3:44].[C:50]([N:46]1[CH2:45][C:34]2[C:32]([N:28]3[CH2:27][CH2:26][N:42]([CH3:41])[CH2:31][CH2:29]3)=[N:13][C:12]([NH2:11])=[N:20][C:48]=2[CH2:47]1)(=[O:51])[CH3:49]. The catalyst class is: 237. (4) Reactant: [Cl:1][C:2]1[C:3]([C:23]2[N:27]3[CH:28]=[CH:29][CH:30]=[CH:31][C:26]3=[N:25][CH:24]=2)=[N:4][C:5]([NH:8][C:9]2[CH:14]=[CH:13][C:12]([N:15]3[CH2:20][CH2:19][NH:18][CH2:17][CH2:16]3)=[CH:11][C:10]=2[O:21][CH3:22])=[N:6][CH:7]=1.C(N(CC)C(C)C)(C)C.CN(C(ON1N=NC2C=CC=NC1=2)=[N+](C)C)C.F[P-](F)(F)(F)(F)F.[CH3:65][C:66]1([CH3:74])[O:70][C@H:69]([C:71](O)=[O:72])[CH2:68][O:67]1. Product: [Cl:1][C:2]1[C:3]([C:23]2[N:27]3[CH:28]=[CH:29][CH:30]=[CH:31][C:26]3=[N:25][CH:24]=2)=[N:4][C:5]([NH:8][C:9]2[CH:14]=[CH:13][C:12]([N:15]3[CH2:16][CH2:17][N:18]([C:71]([C@@H:69]4[CH2:68][O:67][C:66]([CH3:74])([CH3:65])[O:70]4)=[O:72])[CH2:19][CH2:20]3)=[CH:11][C:10]=2[O:21][CH3:22])=[N:6][CH:7]=1. The catalyst class is: 46. (5) Reactant: [O:1]1[CH2:6][CH2:5][CH2:4][O:3][CH:2]1[C:7]1[CH:14]=[CH:13][C:10]([C:11]#[N:12])=[CH:9][C:8]=1F.[CH2:16]([S-:18])[CH3:17].[Na+].C(=O)([O-])[O-].[K+].[K+]. Product: [O:1]1[CH2:6][CH2:5][CH2:4][O:3][CH:2]1[C:7]1[CH:14]=[CH:13][C:10]([C:11]#[N:12])=[CH:9][C:8]=1[S:18][CH2:16][CH3:17]. The catalyst class is: 3. (6) Reactant: C(O[C:6](=O)[N:7]([C@@H:9]([CH:49]1[CH2:51][CH2:50]1)[C:10]([NH:12][C@@H:13]([CH:41]1[CH2:46][CH2:45][C:44]([F:48])([F:47])[CH2:43][CH2:42]1)[C:14]([N:16]1[C@H:21]([C:22](=[O:34])[NH:23][C@H:24]2[C:33]3[C:28](=[CH:29][CH:30]=[CH:31][CH:32]=3)[O:27][CH2:26][CH2:25]2)[CH2:20][N:19]2[CH2:35][C@H:36]([O:38][CH2:39][CH3:40])[CH2:37][C@@H:18]2[CH2:17]1)=[O:15])=[O:11])C)(C)(C)C. Product: [CH:49]1([C@H:9]([NH:7][CH3:6])[C:10]([NH:12][C@@H:13]([CH:41]2[CH2:42][CH2:43][C:44]([F:48])([F:47])[CH2:45][CH2:46]2)[C:14]([N:16]2[C@H:21]([C:22]([NH:23][C@H:24]3[C:33]4[C:28](=[CH:29][CH:30]=[CH:31][CH:32]=4)[O:27][CH2:26][CH2:25]3)=[O:34])[CH2:20][N:19]3[CH2:35][C@H:36]([O:38][CH2:39][CH3:40])[CH2:37][C@@H:18]3[CH2:17]2)=[O:15])=[O:11])[CH2:51][CH2:50]1. The catalyst class is: 55. (7) Reactant: [NH2:1][C:2]1[N:7]=[C:6]([NH:8][C@@H:9]([CH2:12][CH2:13][CH3:14])[CH2:10][OH:11])[C:5]([CH2:15][C:16]2[CH:24]=[CH:23][C:19]([C:20](O)=[O:21])=[CH:18][C:17]=2[O:25][CH3:26])=[C:4]([CH3:27])[N:3]=1. Product: [NH2:1][C:2]1[N:7]=[C:6]([NH:8][C@@H:9]([CH2:12][CH2:13][CH3:14])[CH2:10][OH:11])[C:5]([CH2:15][C:16]2[CH:24]=[CH:23][C:19]([CH2:20][OH:21])=[CH:18][C:17]=2[O:25][CH3:26])=[C:4]([CH3:27])[N:3]=1. The catalyst class is: 5. (8) Reactant: O=[C:2]1[C:11]2[C:6](=[CH:7][CH:8]=[C:9]([C:12]3[CH:13]=[C:14]([CH:17]=[CH:18][CH:19]=3)[C:15]#[N:16])[CH:10]=2)[O:5][CH:4]([C:20]2[CH:25]=[CH:24][CH:23]=[CH:22][N:21]=2)[CH2:3]1.[C:26](=[N:32][Si](C)(C)C)=[N:27][Si](C)(C)C. Product: [C:15]([C:14]1[CH:13]=[C:12]([C:9]2[CH:10]=[C:11]3[C:6](=[CH:7][CH:8]=2)[O:5][CH:4]([C:20]2[CH:25]=[CH:24][CH:23]=[CH:22][N:21]=2)[CH2:3]/[C:2]/3=[N:32]/[C:26]#[N:27])[CH:19]=[CH:18][CH:17]=1)#[N:16]. The catalyst class is: 388. (9) Reactant: [OH:1][C:2]1[N:7]=[C:6]([O:8][C@H:9]2[CH2:13][N:12]([C:14]([O:16][C:17]([CH3:20])([CH3:19])[CH3:18])=[O:15])[C@H:11]([C:21]([O:23][CH3:24])=[O:22])[CH2:10]2)[CH:5]=[CH:4][CH:3]=1.[CH2:25](Br)[CH:26]=[CH2:27].C(=O)([O-])[O-].[Cs+].[Cs+]. Product: [CH2:27]([O:1][C:2]1[N:7]=[C:6]([O:8][C@H:9]2[CH2:13][N:12]([C:14]([O:16][C:17]([CH3:18])([CH3:19])[CH3:20])=[O:15])[C@H:11]([C:21]([O:23][CH3:24])=[O:22])[CH2:10]2)[CH:5]=[CH:4][CH:3]=1)[CH:26]=[CH2:25]. The catalyst class is: 7. (10) Reactant: [Br:1][C:2]1[CH:3]=[N:4][C:5](Cl)=[N:6][CH:7]=1.[CH3:9][CH2:10][O-:11].[Na+]. Product: [Br:1][C:2]1[CH:3]=[N:4][C:5]([O:11][CH2:10][CH3:9])=[N:6][CH:7]=1. The catalyst class is: 8.